Dataset: Merck oncology drug combination screen with 23,052 pairs across 39 cell lines. Task: Regression. Given two drug SMILES strings and cell line genomic features, predict the synergy score measuring deviation from expected non-interaction effect. (1) Drug 1: O=C(CCCCCCC(=O)Nc1ccccc1)NO. Drug 2: CC1(c2nc3c(C(N)=O)cccc3[nH]2)CCCN1. Cell line: OCUBM. Synergy scores: synergy=-0.667. (2) Drug 1: O=c1[nH]cc(F)c(=O)[nH]1. Synergy scores: synergy=-10.1. Drug 2: CC1(c2nc3c(C(N)=O)cccc3[nH]2)CCCN1. Cell line: OV90.